From a dataset of Peptide-MHC class I binding affinity with 185,985 pairs from IEDB/IMGT. Regression. Given a peptide amino acid sequence and an MHC pseudo amino acid sequence, predict their binding affinity value. This is MHC class I binding data. (1) The peptide sequence is TNSVIIMAY. The MHC is HLA-A23:01 with pseudo-sequence HLA-A23:01. The binding affinity (normalized) is 0. (2) The peptide sequence is IFPSMYFLM. The MHC is BoLA-AW10 with pseudo-sequence BoLA-AW10. The binding affinity (normalized) is 0.238. (3) The peptide sequence is TYQWIIRNW. The MHC is HLA-B46:01 with pseudo-sequence HLA-B46:01. The binding affinity (normalized) is 0.0847. (4) The peptide sequence is HTYHLENDKI. The MHC is HLA-A02:06 with pseudo-sequence HLA-A02:06. The binding affinity (normalized) is 0.298. (5) The peptide sequence is LQKIPLQWF. The MHC is HLA-B15:17 with pseudo-sequence HLA-B15:17. The binding affinity (normalized) is 0.0847. (6) The peptide sequence is DGFGVHLAF. The MHC is HLA-A02:01 with pseudo-sequence HLA-A02:01. The binding affinity (normalized) is 0.0847.